Dataset: Full USPTO retrosynthesis dataset with 1.9M reactions from patents (1976-2016). Task: Predict the reactants needed to synthesize the given product. Given the product [C:26]([CH2:25][O:24][C:6]1[C:7]2[S:15][C:14]3[CH:13]=[C:12]([NH:16][CH:17]4[CH2:22][CH2:21][CH2:20][CH2:19][CH2:18]4)[CH:11]=[CH:10][C:9]=3[C:8]=2[S:23][C:5]=1[C:3]([OH:4])=[O:2])([OH:28])=[O:27], predict the reactants needed to synthesize it. The reactants are: C[O:2][C:3]([C:5]1[S:23][C:8]2[C:9]3[CH:10]=[CH:11][C:12]([NH:16][CH:17]4[CH2:22][CH2:21][CH2:20][CH2:19][CH2:18]4)=[CH:13][C:14]=3[S:15][C:7]=2[C:6]=1[O:24][CH2:25][C:26]([O:28]CC)=[O:27])=[O:4].[Li+].[OH-].